From a dataset of Rat liver microsome stability data. Regression/Classification. Given a drug SMILES string, predict its absorption, distribution, metabolism, or excretion properties. Task type varies by dataset: regression for continuous measurements (e.g., permeability, clearance, half-life) or binary classification for categorical outcomes (e.g., BBB penetration, CYP inhibition). Dataset: rlm. (1) The drug is COc1ccc(C2=Nc3ccc(C)cc3C(c3ccccc3)N2CC(=O)NN)cc1. The result is 1 (stable in rat liver microsomes). (2) The compound is O=C(N[C@H]1CNC1=O)OCc1ccc2c(c1)OC(F)(F)O2. The result is 0 (unstable in rat liver microsomes). (3) The compound is C=CC(=O)NCc1coc(-c2c(N)ncnc2Nc2ccc(Cl)c(Cl)c2F)n1. The result is 0 (unstable in rat liver microsomes). (4) The compound is COc1ccc(C(Nc2ccccn2)c2ccc3cccnc3c2O)cc1. The result is 1 (stable in rat liver microsomes). (5) The drug is CC(C)OC(=O)Nc1ccc2c(c1)sc1cc(S(=O)(=O)N[C@H](C(=O)O)C(C)C)ccc12. The result is 0 (unstable in rat liver microsomes). (6) The drug is CCc1nc2cc(Cl)ccn2c1C(=O)NCc1ccc2oc(C)nc2c1. The result is 1 (stable in rat liver microsomes). (7) The molecule is O=C(NCc1cccs1)c1cn2cc(-c3ccccc3)sc2n1. The result is 1 (stable in rat liver microsomes). (8) The molecule is COc1ccc2c(OC[C@@H]3C[C@H]4C(=O)N(C)CCCCC=C[C@@H]5C[C@@]5(C(=O)NS(=O)(=O)C5(C)CC5)NC(=O)N34)cc(-c3nc(C(C)C)cs3)nc2c1C. The result is 1 (stable in rat liver microsomes). (9) The compound is CCC(C(=O)NC1CCCCC1)N1CCN(C2CCCC2)CC1. The result is 1 (stable in rat liver microsomes).